From a dataset of Full USPTO retrosynthesis dataset with 1.9M reactions from patents (1976-2016). Predict the reactants needed to synthesize the given product. (1) The reactants are: [CH3:1][CH:2]1[CH2:11][CH2:10][CH:9]2[CH:4]([CH2:5][CH2:6][CH2:7][CH2:8]2)[NH:3]1.[CH2:12]([I:14])[CH3:13].C(O)(C)C. Given the product [IH:14].[CH2:12]([NH+:3]1[CH:4]2[CH:9]([CH2:8][CH2:7][CH2:6][CH2:5]2)[CH2:10][CH2:11][CH:2]1[CH3:1])[CH3:13], predict the reactants needed to synthesize it. (2) Given the product [C:4]([C:6]([C:7]([O:9][CH2:10][CH3:11])=[O:8])=[C:12]([S-:14])[S-:13])#[N:5].[Na+:16].[Na+:16], predict the reactants needed to synthesize it. The reactants are: C(O)C.[C:4]([CH2:6][C:7]([O:9][CH2:10][CH3:11])=[O:8])#[N:5].[C:12](=[S:14])=[S:13].[OH-].[Na+:16]. (3) Given the product [C:33]([O:32][C:30](=[O:31])[CH:29]=[CH:5][C:4]1[CH:7]=[CH:8][C:9]([CH:11]=[CH:12][C:13](=[O:20])[C:14]2[CH:19]=[CH:18][CH:17]=[CH:16][CH:15]=2)=[CH:10][C:3]=1[O:2][CH3:1])([CH3:36])([CH3:35])[CH3:34], predict the reactants needed to synthesize it. The reactants are: [CH3:1][O:2][C:3]1[CH:10]=[C:9]([CH:11]=[CH:12][C:13](=[O:20])[C:14]2[CH:19]=[CH:18][CH:17]=[CH:16][CH:15]=2)[CH:8]=[CH:7][C:4]=1[CH:5]=O.C(OP([CH2:29][C:30]([O:32][C:33]([CH3:36])([CH3:35])[CH3:34])=[O:31])(OCC)=O)C.[H-].[Na+]. (4) Given the product [CH3:29][C:25]1[CH:26]=[CH:27][CH:28]=[C:3]([CH3:2])[C:4]=1[CH:5]=[CH:30][C:32]1[CH:33]=[C:34]([CH:39]=[CH:40][CH:41]=1)[C:35]([O:37][CH3:38])=[O:36], predict the reactants needed to synthesize it. The reactants are: [Br-].[CH3:2][C:3]1[CH:28]=[CH:27][CH:26]=[C:25]([CH3:29])[C:4]=1[CH2:5][P+](C1C=CC=CC=1)(C1C=CC=CC=1)C1C=CC=CC=1.[CH:30]([C:32]1[CH:33]=[C:34]([CH:39]=[CH:40][CH:41]=1)[C:35]([O:37][CH3:38])=[O:36])=O. (5) Given the product [Br:1][C:2]1[C:3](=[O:30])[N:4]([CH2:19][C:20]2[CH:21]=[CH:22][C:23]([C:24]([OH:26])=[O:25])=[CH:28][CH:29]=2)[C:5]([CH3:18])=[CH:6][C:7]=1[O:8][CH2:9][C:10]1[CH:15]=[CH:14][C:13]([F:16])=[CH:12][C:11]=1[F:17], predict the reactants needed to synthesize it. The reactants are: [Br:1][C:2]1[C:3](=[O:30])[N:4]([CH2:19][C:20]2[CH:29]=[CH:28][C:23]([C:24]([O:26]C)=[O:25])=[CH:22][CH:21]=2)[C:5]([CH3:18])=[CH:6][C:7]=1[O:8][CH2:9][C:10]1[CH:15]=[CH:14][C:13]([F:16])=[CH:12][C:11]=1[F:17].[OH-].[Na+].